This data is from Peptide-MHC class II binding affinity with 134,281 pairs from IEDB. The task is: Regression. Given a peptide amino acid sequence and an MHC pseudo amino acid sequence, predict their binding affinity value. This is MHC class II binding data. (1) The peptide sequence is ANERADLIAYLKQASK. The MHC is H-2-IEk with pseudo-sequence H-2-IEk. The binding affinity (normalized) is 0.593. (2) The peptide sequence is SDSWLKDSAIMVASD. The MHC is HLA-DPA10201-DPB10101 with pseudo-sequence HLA-DPA10201-DPB10101. The binding affinity (normalized) is 0.659. (3) The peptide sequence is GELCIVDKIDAAFKI. The MHC is DRB1_0404 with pseudo-sequence DRB1_0404. The binding affinity (normalized) is 0.589. (4) The peptide sequence is EAKYDAYVATLSEALRIIAG. The MHC is DRB1_1302 with pseudo-sequence DRB1_1302. The binding affinity (normalized) is 0.815. (5) The peptide sequence is AGAEPAGKATTEEQK. The MHC is HLA-DPA10301-DPB10402 with pseudo-sequence HLA-DPA10301-DPB10402. The binding affinity (normalized) is 0.